Dataset: Full USPTO retrosynthesis dataset with 1.9M reactions from patents (1976-2016). Task: Predict the reactants needed to synthesize the given product. Given the product [CH3:29][C:23]1[CH:24]=[CH:25][CH:26]=[C:27]([CH3:28])[C:22]=1[NH:21][C:7]1[C:8]2[C:9](=[N:10][C:11]([NH:14][C:15]3[CH:20]=[CH:19][CH:18]=[CH:17][CH:16]=3)=[N:12][CH:13]=2)[N:5]([CH2:1][CH2:37][CH:38]([OH:39])[CH2:40][OH:33])[N:6]=1, predict the reactants needed to synthesize it. The reactants are: [CH2:1]([N:5]1[C:9]2=[N:10][C:11]([NH:14][C:15]3[CH:20]=[CH:19][CH:18]=[CH:17][CH:16]=3)=[N:12][CH:13]=[C:8]2[C:7]([NH:21][C:22]2[C:27]([CH3:28])=[CH:26][CH:25]=[CH:24][C:23]=2[CH3:29])=[N:6]1)CC=C.[NH+]1([O-])CC[O:33]CC1.[CH3:37][C:38]([CH3:40])=[O:39].